This data is from Catalyst prediction with 721,799 reactions and 888 catalyst types from USPTO. The task is: Predict which catalyst facilitates the given reaction. (1) Reactant: [F:1][C:2]1[CH:7]=[C:6]([F:8])[CH:5]=[CH:4][C:3]=1[CH2:9][C:10](=O)[CH2:11][C:12]([O:14][CH2:15][CH:16]=[CH2:17])=[O:13].C([O-])(=O)C.[NH4+:23].O. Product: [NH2:23]/[C:10](/[CH2:9][C:3]1[CH:4]=[CH:5][C:6]([F:8])=[CH:7][C:2]=1[F:1])=[CH:11]/[C:12]([O:14][CH2:15][CH:16]=[CH2:17])=[O:13]. The catalyst class is: 11. (2) Reactant: [C:1]1([C:3](=[CH:5][CH:6]=[CH:7][CH:8]=1)[OH:4])[OH:2].C(=O)([O-])[O-].[K+].[K+].[F:15][C:16]([F:20])([F:19])[CH2:17]I.O. Product: [F:15][C:16]([F:20])([F:19])[CH2:17][O:2][C:1]1[CH:8]=[CH:7][CH:6]=[CH:5][C:3]=1[OH:4]. The catalyst class is: 16. (3) Reactant: [C:1]([C:3]1[C:4]([NH2:10])=[N:5][C:6]([NH2:9])=[CH:7][CH:8]=1)#[CH:2].[Br:11][C:12]1[CH:17]=[CH:16][C:15]([CH2:18][C:19](Cl)=[N:20][OH:21])=[CH:14][CH:13]=1.C(N(CC)CC)C. Product: [Br:11][C:12]1[CH:13]=[CH:14][C:15]([CH2:18][C:19]2[CH:2]=[C:1]([C:3]3[C:4]([NH2:10])=[N:5][C:6]([NH2:9])=[CH:7][CH:8]=3)[O:21][N:20]=2)=[CH:16][CH:17]=1. The catalyst class is: 7. (4) Reactant: [Br:1][C:2]1[CH2:11][CH2:10][C:9]2[C:4](=[C:5]([F:13])[C:6]([F:12])=[CH:7][CH:8]=2)[C:3]=1[CH:14]=[O:15].ClC1C(=O)C(C#N)=C(C#N)C(=O)C=1Cl. Product: [Br:1][C:2]1[CH:11]=[CH:10][C:9]2[C:4](=[C:5]([F:13])[C:6]([F:12])=[CH:7][CH:8]=2)[C:3]=1[CH:14]=[O:15]. The catalyst class is: 11. (5) Reactant: Cl.Cl.C[C@H]1C2C(N3CCNCC3)=NC=NC=2[C@H:6]([OH:19])C1.[C:20]([O:24][C:25]([N:27]([CH:40]([CH3:42])[CH3:41])C[C@H](C1C=CC(Cl)=CC=1)C(O)=O)=[O:26])([CH3:23])(C)C.CCN(C(C)C)C(C)C.CN(C(ON1N=NC2C=CC=CC1=2)=[N+](C)C)C.F[P-](F)(F)(F)(F)F. Product: [O:19]=[CH:6][CH2:23][CH2:20][O:24][C:25](=[O:26])[NH:27][CH:40]([CH3:41])[CH3:42]. The catalyst class is: 2. (6) Reactant: [CH3:1][C:2]1[CH:7]=[CH:6][CH:5]=[CH:4][C:3]=1[NH:8][C:9](=[N:33][NH2:34])[C:10]1[C:15]([O:16][CH2:17][C:18]2[CH:23]=[CH:22][CH:21]=[CH:20][CH:19]=2)=[CH:14][C:13]([O:24][CH2:25][C:26]2[CH:31]=[CH:30][CH:29]=[CH:28][CH:27]=2)=[C:12]([Br:32])[CH:11]=1.[C:35](N1C=CN=C1)(N1C=CN=C1)=[O:36]. Product: [CH2:17]([O:16][C:15]1[CH:14]=[C:13]([O:24][CH2:25][C:26]2[CH:27]=[CH:28][CH:29]=[CH:30][CH:31]=2)[C:12]([Br:32])=[CH:11][C:10]=1[C:9]1[N:8]([C:3]2[CH:4]=[CH:5][CH:6]=[CH:7][C:2]=2[CH3:1])[C:35]([OH:36])=[N:34][N:33]=1)[C:18]1[CH:23]=[CH:22][CH:21]=[CH:20][CH:19]=1. The catalyst class is: 1. (7) Reactant: [C:1]1([CH:7]([C:36]2[CH:41]=[CH:40][CH:39]=[CH:38][CH:37]=2)[CH2:8][N:9]([CH2:22][CH2:23][CH2:24][O:25][C:26]2[CH:31]=[CH:30][CH:29]=[C:28]([C:32]([O:34]C)=[O:33])[CH:27]=2)[CH2:10][C:11]2[CH:16]=[CH:15][CH:14]=[C:13]([C:17]([F:20])([F:19])[F:18])[C:12]=2[Cl:21])[CH:6]=[CH:5][CH:4]=[CH:3][CH:2]=1.[OH-].[Na+].Cl. Product: [ClH:21].[C:36]1([CH:7]([C:1]2[CH:2]=[CH:3][CH:4]=[CH:5][CH:6]=2)[CH2:8][N:9]([CH2:22][CH2:23][CH2:24][O:25][C:26]2[CH:31]=[CH:30][CH:29]=[C:28]([C:32]([OH:34])=[O:33])[CH:27]=2)[CH2:10][C:11]2[CH:16]=[CH:15][CH:14]=[C:13]([C:17]([F:18])([F:20])[F:19])[C:12]=2[Cl:21])[CH:41]=[CH:40][CH:39]=[CH:38][CH:37]=1. The catalyst class is: 24.